Predict the reactants needed to synthesize the given product. From a dataset of Full USPTO retrosynthesis dataset with 1.9M reactions from patents (1976-2016). (1) Given the product [Cl:1][C:2]1[CH:7]=[C:6]([Cl:8])[CH:5]=[CH:4][C:3]=1[C:9]1[C:28](=[O:29])[N:27]([CH3:30])[C:12]2[N:13]([CH3:26])[C:14]3[C:19]([C:11]=2[CH:10]=1)=[CH:18][C:17]([C:20]1[C:24]([CH3:25])=[CH:23][N:22]([C:31](=[O:36])[C:32]([CH3:35])([CH3:34])[CH3:33])[N:21]=1)=[CH:16][CH:15]=3, predict the reactants needed to synthesize it. The reactants are: [Cl:1][C:2]1[CH:7]=[C:6]([Cl:8])[CH:5]=[CH:4][C:3]=1[C:9]1[C:28](=[O:29])[N:27]([CH3:30])[C:12]2[N:13]([CH3:26])[C:14]3[C:19]([C:11]=2[CH:10]=1)=[CH:18][C:17]([C:20]1[C:24]([CH3:25])=[CH:23][NH:22][N:21]=1)=[CH:16][CH:15]=3.[C:31](Cl)(=[O:36])[C:32]([CH3:35])([CH3:34])[CH3:33].O. (2) Given the product [CH3:19][N:18]1[C@@H:15]2[CH2:16][C:17]3=[CH:1][CH:2]=[C:3]([OH:4])[C:5]4[O:9][C@H:8]5[C:10]([CH2:12][CH2:13][C@@H:14]2[C@:7]5([C:6]=43)[CH2:21][CH2:20]1)=[O:11], predict the reactants needed to synthesize it. The reactants are: [CH:1]1[C:17]2[CH2:16][C@H:15]3[N:18]([CH2:20][CH2:21][C@@:7]45[C@H:14]3[CH:13]=[CH:12][C@H:10]([OH:11])[C@@H:8]4[O:9][C:5]([C:6]=25)=[C:3]([OH:4])[CH:2]=1)[CH3:19].C[O-].[Na+].C(O)(=O)C. (3) Given the product [CH2:16]([O:17][C:18]1[CH:19]=[C:20]([CH:24]=[C:25]([O:27][C@@H:28]([CH3:38])[CH2:29][O:30][Si:31]([C:34]([CH3:37])([CH3:36])[CH3:35])([CH3:33])[CH3:32])[CH:26]=1)[C:21]([NH:71][C:68]1[CH:69]=[CH:70][N:66]([CH:63]([CH3:65])[CH3:64])[N:67]=1)=[O:23])[C:10]1[CH:15]=[CH:14][CH:13]=[CH:12][CH:11]=1, predict the reactants needed to synthesize it. The reactants are: CCN(C(C)C)C(C)C.[C:10]1([CH2:16][O:17][C:18]2[CH:19]=[C:20]([CH:24]=[C:25]([O:27][C@@H:28]([CH3:38])[CH2:29][O:30][Si:31]([C:34]([CH3:37])([CH3:36])[CH3:35])([CH3:33])[CH3:32])[CH:26]=2)[C:21]([OH:23])=O)[CH:15]=[CH:14][CH:13]=[CH:12][CH:11]=1.CN(C(ON1N=NC2C=CC=NC1=2)=[N+](C)C)C.F[P-](F)(F)(F)(F)F.[CH:63]([N:66]1[CH:70]=[CH:69][C:68]([NH2:71])=[N:67]1)([CH3:65])[CH3:64]. (4) Given the product [F:21][C:10]([F:9])([F:20])[CH2:11][C:12]1[CH:17]=[CH:16][N:15]=[C:14]([C:18]([NH2:19])=[O:2])[CH:13]=1, predict the reactants needed to synthesize it. The reactants are: C(=O)(O)[O-:2].[Na+].Cl.NO.[F:9][C:10]([F:21])([F:20])[CH2:11][C:12]1[CH:17]=[CH:16][N:15]=[C:14]([C:18]#[N:19])[CH:13]=1. (5) Given the product [NH2:15][CH2:14][CH2:13][C@@H:12]([C:4]1[CH:5]=[CH:6][C:7]([C:8]([F:9])([F:10])[F:11])=[C:2]([F:1])[CH:3]=1)[OH:16], predict the reactants needed to synthesize it. The reactants are: [F:1][C:2]1[CH:3]=[C:4]([C@@H:12]([OH:16])[CH2:13][C:14]#[N:15])[CH:5]=[CH:6][C:7]=1[C:8]([F:11])([F:10])[F:9].C1COCC1. (6) Given the product [NH2:28][C:29]1[C:34]([C:35]#[N:36])=[C:6]([NH:7][C@H:8]([C:10]2[N:14]([C:15]3[CH:16]=[N:17][CH:18]=[C:19]([F:21])[CH:20]=3)[C:13]3[CH:22]=[C:23]([F:26])[CH:24]=[CH:25][C:12]=3[N:11]=2)[CH3:9])[N:32]=[CH:31][N:30]=1, predict the reactants needed to synthesize it. The reactants are: C(O[C:6](=O)[NH:7][C@H:8]([C:10]1[N:14]([C:15]2[CH:16]=[N:17][CH:18]=[C:19]([F:21])[CH:20]=2)[C:13]2[CH:22]=[C:23]([F:26])[CH:24]=[CH:25][C:12]=2[N:11]=1)[CH3:9])(C)(C)C.[NH2:28][C:29]1[C:34]([C:35]#[N:36])=C(Cl)[N:32]=[CH:31][N:30]=1.CCN(C(C)C)C(C)C.